This data is from Peptide-MHC class II binding affinity with 134,281 pairs from IEDB. The task is: Regression. Given a peptide amino acid sequence and an MHC pseudo amino acid sequence, predict their binding affinity value. This is MHC class II binding data. (1) The peptide sequence is EGHHLASAAILGHDG. The MHC is DRB1_0701 with pseudo-sequence DRB1_0701. The binding affinity (normalized) is 0.444. (2) The peptide sequence is MIMIKFMGVIYIMII. The binding affinity (normalized) is 0.263. The MHC is DRB1_0101 with pseudo-sequence DRB1_0101. (3) The peptide sequence is INAIFEENEVDISVV. The MHC is HLA-DQA10201-DQB10301 with pseudo-sequence HLA-DQA10201-DQB10301. The binding affinity (normalized) is 0. (4) The peptide sequence is ITVVLHKTSEPGKYTA. The MHC is DRB1_1501 with pseudo-sequence DRB1_1501. The binding affinity (normalized) is 0.300. (5) The peptide sequence is QVESTAGSLQGQWRG. The MHC is HLA-DPA10103-DPB10401 with pseudo-sequence HLA-DPA10103-DPB10401. The binding affinity (normalized) is 0. (6) The peptide sequence is FRKYTAFTIPSINNE. The MHC is DRB4_0101 with pseudo-sequence DRB4_0103. The binding affinity (normalized) is 0. (7) The peptide sequence is KASFEEGKCGLNSVD. The MHC is HLA-DQA10501-DQB10402 with pseudo-sequence HLA-DQA10501-DQB10402. The binding affinity (normalized) is 0.492. (8) The peptide sequence is AQSLCFLLTQKSKSF. The MHC is DRB1_0301 with pseudo-sequence DRB1_0301. The binding affinity (normalized) is 0.391. (9) The peptide sequence is MYLGTCKTLTPLMSS. The MHC is HLA-DPA10103-DPB10401 with pseudo-sequence HLA-DPA10103-DPB10401. The binding affinity (normalized) is 0.407. (10) The binding affinity (normalized) is 0.629. The peptide sequence is AFKVARTAANAAPAN. The MHC is DRB1_0901 with pseudo-sequence DRB1_0901.